Dataset: Catalyst prediction with 721,799 reactions and 888 catalyst types from USPTO. Task: Predict which catalyst facilitates the given reaction. (1) Reactant: [NH:1]1[C:9]2[C:4](=[CH:5][C:6]([C:10]3[N:15]=[C:14]([CH2:16]O)[CH:13]=[C:12]([N:18]4[CH2:23][CH2:22][O:21][CH2:20][CH2:19]4)[N:11]=3)=[CH:7][CH:8]=2)[CH:3]=[CH:2]1.CS(Cl)(=O)=O.C(N(CC)CC)C.[NH:36]1[CH2:41][CH2:40][O:39][CH2:38][CH2:37]1. Product: [N:18]1([C:12]2[CH:13]=[C:14]([CH2:16][N:36]3[CH2:41][CH2:40][O:39][CH2:38][CH2:37]3)[N:15]=[C:10]([C:6]3[CH:5]=[C:4]4[C:9](=[CH:8][CH:7]=3)[NH:1][CH:2]=[CH:3]4)[N:11]=2)[CH2:23][CH2:22][O:21][CH2:20][CH2:19]1. The catalyst class is: 4. (2) Reactant: C(N(CC)CC)C.[NH2:8][C:9]1[CH:14]=[CH:13][CH:12]=[CH:11][C:10]=1[NH:15][C:16]1[CH:17]=[C:18]([CH:21]=[CH:22][CH:23]=1)[C:19]#[N:20].[C:24]([O:28][C:29]([NH:31][C@@H:32]([CH3:36])[C:33](O)=[O:34])=[O:30])([CH3:27])([CH3:26])[CH3:25].C1C=NC2N(O)N=NC=2C=1.Cl.CN(C)CCCN=C=NCC. Product: [C:24]([O:28][C:29](=[O:30])[NH:31][C@H:32]([C:33](=[O:34])[NH:8][C:9]1[CH:14]=[CH:13][CH:12]=[CH:11][C:10]=1[NH:15][C:16]1[CH:23]=[CH:22][CH:21]=[C:18]([C:19]#[N:20])[CH:17]=1)[CH3:36])([CH3:25])([CH3:26])[CH3:27]. The catalyst class is: 2. (3) Reactant: [Cl:1][C:2]1[CH:3]=[C:4]([NH:9][C:10]2[C:19]3[C:14](=[CH:15][C:16](F)=[C:17]([N+:20]([O-:22])=[O:21])[CH:18]=3)[N:13]=[CH:12][N:11]=2)[CH:5]=[CH:6][C:7]=1[F:8].C[Si](C)(C)[O-].[K+].[O:30]1[CH2:34][CH2:33][C@H:32]([OH:35])[CH2:31]1. Product: [Cl:1][C:2]1[CH:3]=[C:4]([NH:9][C:10]2[C:19]3[C:14](=[CH:15][C:16]([O:35][C@H:32]4[CH2:33][CH2:34][O:30][CH2:31]4)=[C:17]([N+:20]([O-:22])=[O:21])[CH:18]=3)[N:13]=[CH:12][N:11]=2)[CH:5]=[CH:6][C:7]=1[F:8]. The catalyst class is: 3.